From a dataset of Reaction yield outcomes from USPTO patents with 853,638 reactions. Predict the reaction yield, written as a fraction of the theoretical maximum amount of product (1.0 means a 100% yield; for example, 0.34 means a 34% yield). (1) The yield is 0.636. The product is [Br:1][C:2]1[CH:17]=[CH:16][C:5]2[N:6]([C:29]([C:27]3[CH:26]=[CH:25][C:22]4[O:23][CH2:24][C:19](=[O:18])[NH:20][C:21]=4[CH:28]=3)=[O:30])[C@@H:7]([CH2:10][C:11]([O:13][CH2:14][CH3:15])=[O:12])[CH2:8][O:9][C:4]=2[CH:3]=1. The reactants are [Br:1][C:2]1[CH:17]=[CH:16][C:5]2[NH:6][C@@H:7]([CH2:10][C:11]([O:13][CH2:14][CH3:15])=[O:12])[CH2:8][O:9][C:4]=2[CH:3]=1.[O:18]=[C:19]1[CH2:24][O:23][C:22]2[CH:25]=[CH:26][C:27]([C:29](O)=[O:30])=[CH:28][C:21]=2[NH:20]1.CCN(C(C)C)C(C)C.C(P1(=O)OP(CCC)(=O)OP(CCC)(=O)O1)CC. The catalyst is C(OCCCC)(=O)C.CCOC(C)=O. (2) The catalyst is ClC1C=CC=CC=1. The product is [CH3:14][O:15][C:16]1[N:17]=[CH:18][C:19]([NH:22][CH:4]=[C:5]([C:11](=[O:13])[CH3:12])[C:6]([O:8][CH2:9][CH3:10])=[O:7])=[CH:20][CH:21]=1. The yield is 0.840. The reactants are C(O[CH:4]=[C:5]([C:11](=[O:13])[CH3:12])[C:6]([O:8][CH2:9][CH3:10])=[O:7])C.[CH3:14][O:15][C:16]1[CH:21]=[CH:20][C:19]([NH2:22])=[CH:18][N:17]=1.